Dataset: Full USPTO retrosynthesis dataset with 1.9M reactions from patents (1976-2016). Task: Predict the reactants needed to synthesize the given product. (1) Given the product [F:1][C:2]([F:22])([CH:5]([NH:4][CH2:12][C:13]1[CH:18]=[CH:17][C:16]([O:19][CH3:20])=[CH:15][CH:14]=1)[C:6]1[CH:11]=[CH:10][CH:9]=[CH:8][CH:7]=1)[C:3]([NH2:23])=[O:21], predict the reactants needed to synthesize it. The reactants are: [F:1][C:2]1([F:22])[CH:5]([C:6]2[CH:11]=[CH:10][CH:9]=[CH:8][CH:7]=2)[N:4]([CH2:12][C:13]2[CH:18]=[CH:17][C:16]([O:19][CH3:20])=[CH:15][CH:14]=2)[C:3]1=[O:21].[NH3:23]. (2) Given the product [CH3:40][O:39][C:36](=[O:38])[CH2:37][C@H:33]1[C:32](=[O:35])[NH:11][C:12]2=[CH:16][N:15]([CH3:17])[N:14]=[C:13]2[C:18]([C:19]2[CH:24]=[CH:23][C:22]([Cl:25])=[CH:21][CH:20]=2)=[N:1]1, predict the reactants needed to synthesize it. The reactants are: [NH:1]1CCCCC1.COC(=O)[C@H](CC(O)=O)[NH:11][C:12]1[C:13]([C:18](=O)[C:19]2[CH:24]=[CH:23][C:22]([Cl:25])=[CH:21][CH:20]=2)=[N:14][N:15]([CH3:17])[CH:16]=1.[C:32]([OH:35])(=O)[CH3:33].[C:36]([O:39][CH2:40]C)(=[O:38])[CH3:37].